Dataset: Reaction yield outcomes from USPTO patents with 853,638 reactions. Task: Predict the reaction yield, written as a fraction of the theoretical maximum amount of product (1.0 means a 100% yield; for example, 0.34 means a 34% yield). The reactants are [Br:1][C:2]1[CH:3]=[CH:4][C:5]([OH:25])=[C:6]([CH:24]=1)[C:7]([NH:9][C:10]1[CH:15]=[C:14]([C:16]([F:19])([F:18])[F:17])[CH:13]=[CH:12][C:11]=1[C:20]([F:23])([F:22])[F:21])=[O:8].[N:26]1([C:32](Cl)=[O:33])[CH2:31][CH2:30][O:29][CH2:28][CH2:27]1. No catalyst specified. The product is [Br:1][C:2]1[CH:3]=[CH:4][C:5]([O:25][C:32]([N:26]2[CH2:31][CH2:30][O:29][CH2:28][CH2:27]2)=[O:33])=[C:6]([CH:24]=1)[C:7]([NH:9][C:10]1[CH:15]=[C:14]([C:16]([F:19])([F:18])[F:17])[CH:13]=[CH:12][C:11]=1[C:20]([F:21])([F:22])[F:23])=[O:8]. The yield is 0.894.